This data is from Reaction yield outcomes from USPTO patents with 853,638 reactions. The task is: Predict the reaction yield, written as a fraction of the theoretical maximum amount of product (1.0 means a 100% yield; for example, 0.34 means a 34% yield). The reactants are [Br:1][C:2]1[C:3]([CH2:8]O)=[N:4][CH:5]=[CH:6][CH:7]=1.S(Cl)(Cl)=O.N1[C:22]2[C:17](=[CH:18][CH:19]=[CH:20][CH:21]=2)[C:16]2([C:34]3[C:25](=[CH:26][C:27]4[O:32][CH2:31][CH2:30][O:29][C:28]=4[CH:33]=3)[O:24][CH2:23]2)[C:15]1=[O:35].[C:36](=O)([O-])[O-].[Cs+].[Cs+].[I-].[K+]. The yield is 0.590. The product is [Br:1][C:2]1[C:3]([CH2:8][CH:36]2[C:22]3[C:17](=[CH:18][CH:19]=[CH:20][CH:21]=3)[C:16]3([C:34]4[C:25](=[CH:26][C:27]5[O:32][CH2:31][CH2:30][O:29][C:28]=5[CH:33]=4)[O:24][CH2:23]3)[C:15]2=[O:35])=[N:4][CH:5]=[CH:6][CH:7]=1. The catalyst is ClCCl.CN(C)C=O.